Dataset: Forward reaction prediction with 1.9M reactions from USPTO patents (1976-2016). Task: Predict the product of the given reaction. (1) Given the reactants [NH:1]1[CH2:6][CH2:5][CH:4]([NH:7][C:8]([NH:10][C:11]2[CH:16]=[CH:15][C:14]([C:17]([F:20])([F:19])[F:18])=[CH:13][CH:12]=2)=[O:9])[CH2:3][CH2:2]1.CCN(CC)CC.[C:28](OC(=O)C)(=[O:30])[CH3:29], predict the reaction product. The product is: [C:28]([N:1]1[CH2:6][CH2:5][CH:4]([NH:7][C:8]([NH:10][C:11]2[CH:16]=[CH:15][C:14]([C:17]([F:18])([F:19])[F:20])=[CH:13][CH:12]=2)=[O:9])[CH2:3][CH2:2]1)(=[O:30])[CH3:29]. (2) Given the reactants Cl[C:2]1[N:7]=[C:6]([CH:8]([F:10])[F:9])[CH:5]=[CH:4][N:3]=1.[Br:11][C:12]1[CH:13]=[C:14]([CH:16]=[CH:17][CH:18]=1)[NH2:15].CS(O)(=O)=O.[OH-].[Na+].C(OC(=O)C)(=O)C, predict the reaction product. The product is: [Br:11][C:12]1[CH:13]=[C:14]([NH:15][C:2]2[N:7]=[C:6]([CH:8]([F:10])[F:9])[CH:5]=[CH:4][N:3]=2)[CH:16]=[CH:17][CH:18]=1. (3) Given the reactants [CH:1]([C:9]1[NH:13][C:12]2[CH:14]=[CH:15][CH:16]=[CH:17][C:11]=2[N:10]=1)=[CH:2][C:3]1[CH:8]=[CH:7][CH:6]=[CH:5][CH:4]=1.N1C=CC=CC=1[N:24]1[C:28]2C=CC=C[C:27]=2[N:26]=[C:25]1/[CH:33]=C/C1C=CC=CC=1.Cl, predict the reaction product. The product is: [N:26]1[CH:25]=[CH:33][N:24]=[CH:28][C:27]=1[N:13]1[C:12]2[CH:14]=[CH:15][CH:16]=[CH:17][C:11]=2[N:10]=[C:9]1/[CH:1]=[CH:2]/[C:3]1[CH:4]=[CH:5][CH:6]=[CH:7][CH:8]=1. (4) Given the reactants [CH3:1][O:2][C:3]1[CH:11]=[C:10]([C:12]([F:15])([F:14])[F:13])[CH:9]=[CH:8][C:4]=1[C:5]([OH:7])=O.C[O:17][C:18](=[O:38])[CH2:19][CH2:20][C:21]1[CH:26]=[CH:25][C:24]([O:27][C:28]2[CH:33]=[C:32]([F:34])[CH:31]=[C:30]([CH2:35][NH2:36])[CH:29]=2)=[CH:23][C:22]=1[CH3:37], predict the reaction product. The product is: [F:34][C:32]1[CH:33]=[C:28]([CH:29]=[C:30]([CH2:35][NH:36][C:5](=[O:7])[C:4]2[CH:8]=[CH:9][C:10]([C:12]([F:15])([F:14])[F:13])=[CH:11][C:3]=2[O:2][CH3:1])[CH:31]=1)[O:27][C:24]1[CH:25]=[CH:26][C:21]([CH2:20][CH2:19][C:18]([OH:38])=[O:17])=[C:22]([CH3:37])[CH:23]=1. (5) The product is: [CH3:1][C:2]1[CH:21]=[CH:20][CH:19]=[C:18]([CH3:22])[C:3]=1[CH2:4][O:5][C:6]1[C:7]([CH3:17])=[C:8]([CH2:9][OH:10])[CH:14]=[CH:15][CH:16]=1. Given the reactants [CH3:1][C:2]1[CH:21]=[CH:20][CH:19]=[C:18]([CH3:22])[C:3]=1[CH2:4][O:5][C:6]1[C:7]([CH3:17])=[C:8]([CH:14]=[CH:15][CH:16]=1)[C:9](OCC)=[O:10].[H-].[H-].[H-].[H-].[Li+].[Al+3], predict the reaction product. (6) Given the reactants [CH2:1]([N:8]1[CH2:13][CH2:12][CH:11]([OH:14])[CH2:10][CH2:9]1)[C:2]1[CH:7]=[CH:6][CH:5]=[CH:4][CH:3]=1.[F:15][C:16]1[CH:17]=[C:18](O)[CH:19]=[C:20]([F:22])[CH:21]=1, predict the reaction product. The product is: [CH2:1]([N:8]1[CH2:13][CH2:12][CH:11]([O:14][C:18]2[CH:17]=[C:16]([F:15])[CH:21]=[C:20]([F:22])[CH:19]=2)[CH2:10][CH2:9]1)[C:2]1[CH:3]=[CH:4][CH:5]=[CH:6][CH:7]=1. (7) Given the reactants Br[C:2]1[S:6][C:5]([C:7]2[CH:12]=[CH:11][C:10]([F:13])=[CH:9][N:8]=2)=[N:4][C:3]=1[C@@H:14]1[CH2:19][CH2:18][C@H:17]([F:20])[CH2:16][C@H:15]1[C:21]([O:23][CH3:24])=[O:22].CC1(C)C(C)(C)OB([C:33]2[CH:38]=[CH:37][C:36]([N:39]3[CH2:44][CH2:43][S:42](=[O:46])(=[O:45])[CH2:41][CH2:40]3)=[CH:35][CH:34]=2)O1.C1C=C(S([O-])(=O)=O)C=C(P(C2C=CC=C(S([O-])(=O)=O)C=2)C2C=CC=C(S([O-])(=O)=O)C=2)C=1.[Na+].[Na+].[Na+].CN(C=O)C, predict the reaction product. The product is: [O:46]=[S:42]1(=[O:45])[CH2:43][CH2:44][N:39]([C:36]2[CH:37]=[CH:38][C:33]([C:2]3[S:6][C:5]([C:7]4[CH:12]=[CH:11][C:10]([F:13])=[CH:9][N:8]=4)=[N:4][C:3]=3[C@@H:14]3[CH2:19][CH2:18][C@H:17]([F:20])[CH2:16][C@H:15]3[C:21]([O:23][CH3:24])=[O:22])=[CH:34][CH:35]=2)[CH2:40][CH2:41]1. (8) The product is: [CH2:1]([O:8][C:9]1[CH:14]=[C:13]([CH:15]([CH3:17])[CH3:16])[CH:12]=[CH:11][C:10]=1[CH2:18][CH2:19][NH:20][C:21](=[O:22])[O:23][C:24]([CH3:27])([CH3:26])[CH3:25])[C:2]1[CH:3]=[CH:4][CH:5]=[CH:6][CH:7]=1. Given the reactants [CH2:1]([O:8][C:9]1[CH:14]=[C:13]([CH:15]([CH3:17])[CH3:16])[CH:12]=[CH:11][C:10]=1[CH2:18][CH2:19][NH2:20])[C:2]1[CH:7]=[CH:6][CH:5]=[CH:4][CH:3]=1.[C:21](O[C:21]([O:23][C:24]([CH3:27])([CH3:26])[CH3:25])=[O:22])([O:23][C:24]([CH3:27])([CH3:26])[CH3:25])=[O:22], predict the reaction product.